Task: Predict the reactants needed to synthesize the given product.. Dataset: Full USPTO retrosynthesis dataset with 1.9M reactions from patents (1976-2016) (1) Given the product [Br:12][C:13]1[CH:18]=[CH:17][C:16]([C:19]2[CH2:1][C:2]([CH2:5][OH:6])([CH2:3][OH:4])[O:21][N:20]=2)=[CH:15][C:14]=1[F:23], predict the reactants needed to synthesize it. The reactants are: [CH2:1]=[C:2]([CH2:5][OH:6])[CH2:3][OH:4].C([Zn]CC)C.[Br:12][C:13]1[CH:18]=[CH:17][C:16]([C:19](Cl)=[N:20][OH:21])=[CH:15][C:14]=1[F:23]. (2) Given the product [F:15][C:16]1[CH:21]=[CH:20][C:19]([CH2:22][C:23]([N:5]2[CH2:6][CH2:7][CH:2]([O:1][CH2:9][CH2:10][CH2:11][CH2:12][CH2:13][N:30]([CH2:29][CH2:28][O:27][CH3:26])[CH3:31])[CH2:3][CH2:4]2)=[O:24])=[CH:18][CH:17]=1, predict the reactants needed to synthesize it. The reactants are: [OH:1][CH:2]1[CH2:7][CH2:6][NH:5][CH2:4][CH2:3]1.Br[CH2:9][CH2:10][CH2:11][CH2:12][CH2:13]Br.[F:15][C:16]1[CH:21]=[CH:20][C:19]([CH2:22][C:23](Cl)=[O:24])=[CH:18][CH:17]=1.[CH3:26][O:27][CH2:28][CH2:29][NH:30][CH3:31]. (3) Given the product [N:1]1([S:11]([C:14]2[CH:22]=[CH:21][C:17]([C:18]([NH:30][C:28]3[CH:27]=[CH:26][CH:25]=[C:24]([CH3:23])[N:29]=3)=[O:19])=[CH:16][CH:15]=2)(=[O:13])=[O:12])[C:10]2[C:5](=[CH:6][CH:7]=[CH:8][CH:9]=2)[CH2:4][CH2:3][CH2:2]1, predict the reactants needed to synthesize it. The reactants are: [N:1]1([S:11]([C:14]2[CH:22]=[CH:21][C:17]([C:18](O)=[O:19])=[CH:16][CH:15]=2)(=[O:13])=[O:12])[C:10]2[C:5](=[CH:6][CH:7]=[CH:8][CH:9]=2)[CH2:4][CH2:3][CH2:2]1.[CH3:23][C:24]1[N:29]=[C:28]([NH2:30])[CH:27]=[CH:26][CH:25]=1. (4) Given the product [CH:1]([O:4][C:5]1[C:12]([CH3:13])=[CH:11][CH:10]=[CH:9][C:6]=1[CH2:7][OH:8])([CH3:3])[CH3:2], predict the reactants needed to synthesize it. The reactants are: [CH:1]([O:4][C:5]1[C:12]([CH3:13])=[CH:11][CH:10]=[CH:9][C:6]=1[CH:7]=[O:8])([CH3:3])[CH3:2].[BH4-].[Na+]. (5) Given the product [Br:12][CH2:9][C:5]1[CH:6]=[CH:7][CH:8]=[C:3]([CH2:1][CH3:2])[CH:4]=1, predict the reactants needed to synthesize it. The reactants are: [CH2:1]([C:3]1[CH:4]=[C:5]([CH2:9]O)[CH:6]=[CH:7][CH:8]=1)[CH3:2].P(Br)(Br)[Br:12]. (6) The reactants are: [CH3:1][O:2][C:3]1[CH:40]=[CH:39][C:6]([CH2:7][N:8]([CH2:30][C:31]2[CH:36]=[CH:35][C:34]([O:37][CH3:38])=[CH:33][CH:32]=2)[C:9]2[C:14]([NH2:15])=[C:13]([NH:16][C@H:17]([C:19]3[CH:24]=[CH:23][CH:22]=[CH:21][CH:20]=3)[CH3:18])[CH:12]=[C:11]([CH2:25][CH2:26][CH2:27][CH2:28][CH3:29])[N:10]=2)=[CH:5][CH:4]=1.[C:41](C1NC=CN=1)(C1NC=CN=1)=[O:42].O.CO.C(Cl)Cl. Given the product [CH3:1][O:2][C:3]1[CH:4]=[CH:5][C:6]([CH2:7][N:8]([CH2:30][C:31]2[CH:36]=[CH:35][C:34]([O:37][CH3:38])=[CH:33][CH:32]=2)[C:9]2[C:14]3[N:15]=[C:41]([OH:42])[N:16]([C@H:17]([C:19]4[CH:24]=[CH:23][CH:22]=[CH:21][CH:20]=4)[CH3:18])[C:13]=3[CH:12]=[C:11]([CH2:25][CH2:26][CH2:27][CH2:28][CH3:29])[N:10]=2)=[CH:39][CH:40]=1, predict the reactants needed to synthesize it. (7) Given the product [C:1]([O:4][C@@H:5]1[C@@H:10]([O:11][C:12](=[O:14])[CH3:13])[C@H:9]([O:15][C:16](=[O:18])[CH3:17])[C@@H:8]([CH2:19][O:20][C:21](=[O:23])[CH3:22])[O:7][C@H:6]1[O:24][C:25]1[C:26]2[C:37](/[CH:38]=[CH:45]/[C:44]3[CH:47]=[CH:48][C:41]([Br:40])=[CH:42][CH:43]=3)=[CH:32][O:31][C:27]=2[CH:28]=[CH:29][CH:30]=1)(=[O:3])[CH3:2], predict the reactants needed to synthesize it. The reactants are: [C:1]([O:4][C@@H:5]1[C@@H:10]([O:11][C:12](=[O:14])[CH3:13])[C@H:9]([O:15][C:16](=[O:18])[CH3:17])[C@@H:8]([CH2:19][O:20][C:21](=[O:23])[CH3:22])[O:7][C@H:6]1[O:24][C:25]1[CH:30]=[CH:29][CH:28]=[C:27]([O:31][CH2:32]C(OC)=O)[C:26]=1[C:37](=O)[CH3:38])(=[O:3])[CH3:2].[Br:40][C:41]1[CH:48]=[CH:47][C:44]([CH:45]=O)=[CH:43][CH:42]=1.[OH-].[K+].Cl. (8) Given the product [C:16]([CH2:17][C:18]([NH:20][C:21]([CH3:37])([CH2:27][C:28](=[O:36])[C:29]1[CH:30]=[CH:31][C:32]([CH3:35])=[CH:33][CH:34]=1)[C:22]([O:24][CH2:25][CH3:26])=[O:23])=[O:19])#[N:15], predict the reactants needed to synthesize it. The reactants are: C(CC(Cl)=O)#N.COC1C=CC([NH:15][C:16](=O)[CH2:17][C:18]([NH:20][C:21]([CH3:37])([CH2:27][C:28](=[O:36])[C:29]2[CH:34]=[CH:33][C:32]([CH3:35])=[CH:31][CH:30]=2)[C:22]([O:24][CH2:25][CH3:26])=[O:23])=[O:19])=CC=1.N1C=CC=CC=1.